From a dataset of Reaction yield outcomes from USPTO patents with 853,638 reactions. Predict the reaction yield, written as a fraction of the theoretical maximum amount of product (1.0 means a 100% yield; for example, 0.34 means a 34% yield). (1) The yield is 0.240. The catalyst is C1(C)C=CC=CC=1.C([O-])(=O)C.[Pd+2].C([O-])(=O)C. The product is [C:7]1([N:1]2[CH2:5][CH2:4][CH2:3][C:2]2=[O:6])[CH:8]=[CH:9][CH:10]=[CH:11][CH:12]=1. The reactants are [NH:1]1[CH2:5][CH2:4][CH2:3][C:2]1=[O:6].[CH:7]1[CH:8]=[CH:9][C:10](P([C:7]2[C:12]([C:7]3[C:12](P([C:7]4[CH:12]=[CH:11][CH:10]=[CH:9][CH:8]=4)[C:7]4[CH:12]=[CH:11][CH:10]=[CH:9][CH:8]=4)=[CH:11][CH:10]=[C:9]4[C:8]=3C=CC=C4)=[C:11]3[C:10](C=CC=C3)=[CH:9][CH:8]=2)[C:7]2[CH:12]=[CH:11][CH:10]=[CH:9][CH:8]=2)=[CH:11][CH:12]=1.C(=O)([O-])[O-].[Cs+].[Cs+].BrC1C=CC=CC=1. (2) The reactants are C(O)CO.[C:5]([CH:7]([C:12]1([C:22]2[CH:27]=[CH:26][CH:25]=[CH:24][N:23]=2)[CH2:21][C:16]2([CH2:20][CH2:19][CH2:18][CH2:17]2)[O:15][CH2:14][CH2:13]1)C(OC)=O)#[N:6].[OH-].[K+]. The catalyst is O. The product is [N:23]1[CH:24]=[CH:25][CH:26]=[CH:27][C:22]=1[C:12]1([CH2:7][C:5]#[N:6])[CH2:21][C:16]2([CH2:20][CH2:19][CH2:18][CH2:17]2)[O:15][CH2:14][CH2:13]1. The yield is 0.820. (3) The reactants are [NH:1]1[CH2:6][CH2:5][CH:4]([O:7][C:8]2[C:9]3[N:17]=[C:16]([C:18]4[CH:19]=[C:20]([NH:24][S:25]([C:28]5[CH:33]=[CH:32][CH:31]=[CH:30][CH:29]=5)(=[O:27])=[O:26])[CH:21]=[N:22][CH:23]=4)[CH:15]=[CH:14][C:10]=3[N:11]=[CH:12][N:13]=2)[CH2:3][CH2:2]1.[C:34](Cl)([CH3:36])=[O:35]. The catalyst is C(Cl)Cl.O. The product is [C:34]([N:1]1[CH2:6][CH2:5][CH:4]([O:7][C:8]2[C:9]3[N:17]=[C:16]([C:18]4[CH:19]=[C:20]([NH:24][S:25]([C:28]5[CH:33]=[CH:32][CH:31]=[CH:30][CH:29]=5)(=[O:26])=[O:27])[CH:21]=[N:22][CH:23]=4)[CH:15]=[CH:14][C:10]=3[N:11]=[CH:12][N:13]=2)[CH2:3][CH2:2]1)(=[O:35])[CH3:36]. The yield is 0.0700. (4) The reactants are [OH:1][C:2]1[CH:3]=[C:4]([C:12]([O:14][CH3:15])=[O:13])[CH:5]=[C:6]([CH:11]=1)[C:7]([O:9][CH3:10])=[O:8].Br[CH2:17][CH2:18][CH2:19][CH2:20][CH2:21][CH2:22][CH2:23][CH2:24][CH2:25][CH3:26].C([O-])([O-])=O.[K+].[K+]. The catalyst is CC#N. The product is [CH2:17]([O:1][C:2]1[CH:11]=[C:6]([C:7]([O:9][CH3:10])=[O:8])[CH:5]=[C:4]([CH:3]=1)[C:12]([O:14][CH3:15])=[O:13])[CH2:18][CH2:19][CH2:20][CH2:21][CH2:22][CH2:23][CH2:24][CH2:25][CH3:26]. The yield is 0.980.